This data is from Forward reaction prediction with 1.9M reactions from USPTO patents (1976-2016). The task is: Predict the product of the given reaction. (1) Given the reactants [F:1][C:2]1[CH:7]=[CH:6][C:5]([CH3:8])=[CH:4][C:3]=1[NH:9][C:10](=[O:18])[C:11]1[CH:16]=[CH:15][CH:14]=[C:13]([OH:17])[CH:12]=1.Cl[C:20]1[CH:25]=[CH:24][N:23]=[C:22]2[CH:26]=[C:27]([C:29]([O:31][CH3:32])=[O:30])[S:28][C:21]=12.C(=O)([O-])[O-].[Cs+].[Cs+], predict the reaction product. The product is: [F:1][C:2]1[CH:7]=[CH:6][C:5]([CH3:8])=[CH:4][C:3]=1[NH:9][C:10]([C:11]1[CH:12]=[C:13]([CH:14]=[CH:15][CH:16]=1)[O:17][C:20]1[CH:25]=[CH:24][N:23]=[C:22]2[CH:26]=[C:27]([C:29]([O:31][CH3:32])=[O:30])[S:28][C:21]=12)=[O:18]. (2) The product is: [OH:43][C:40]([CH3:42])([CH3:41])[C:39]#[C:38][C:20]1[C:21]([NH:23][CH2:24][CH:25]2[CH2:26][CH2:27][NH:28][CH2:29][CH2:30]2)=[CH:22][C:17]([NH:16][C:13]2[N:14]=[CH:15][C:10]([C:8]#[N:9])=[N:11][CH:12]=2)=[N:18][CH:19]=1. Given the reactants C(O)(C(F)(F)F)=O.[C:8]([C:10]1[N:11]=[CH:12][C:13]([NH:16][C:17]2[CH:22]=[C:21]([NH:23][CH2:24][CH:25]3[CH2:30][CH2:29][N:28](C(OC(C)(C)C)=O)[CH2:27][CH2:26]3)[C:20]([C:38]#[C:39][C:40]([OH:43])([CH3:42])[CH3:41])=[CH:19][N:18]=2)=[N:14][CH:15]=1)#[N:9], predict the reaction product. (3) Given the reactants N[C:2]1[S:3][C:4]2[CH:10]=[CH:9][C:8]([C:11]([OH:16])([CH2:14][CH3:15])[CH2:12][CH3:13])=[CH:7][C:5]=2[N:6]=1.N(OCCC(C)C)=O, predict the reaction product. The product is: [S:3]1[C:4]2[CH:10]=[CH:9][C:8]([C:11]([OH:16])([CH2:14][CH3:15])[CH2:12][CH3:13])=[CH:7][C:5]=2[N:6]=[CH:2]1. (4) The product is: [C:1]([C:9]1[CH:18]=[C:17]2[C:12]([CH:13]=[CH:14][C:15](=[O:25])[N:16]2[CH2:19][CH:20]2[O:24][CH2:23][CH2:22][O:21]2)=[N:11][CH:10]=1)#[N:2]. Given the reactants [CH3:1][N:2]1CCCC1=O.Br[C:9]1[CH:18]=[C:17]2[C:12]([CH:13]=[CH:14][C:15](=[O:25])[N:16]2[CH2:19][CH:20]2[O:24][CH2:23][CH2:22][O:21]2)=[N:11][CH:10]=1.[Cu](C#N)C#N, predict the reaction product.